This data is from Full USPTO retrosynthesis dataset with 1.9M reactions from patents (1976-2016). The task is: Predict the reactants needed to synthesize the given product. (1) Given the product [N:20]1[N:21]([CH:25]2[CH2:30][CH2:29][N:28]([C:10](=[O:12])/[CH:9]=[CH:8]/[C:5]3[CH:6]=[CH:7][C:2]([Cl:1])=[CH:3][C:4]=3[CH2:13][N:14]3[N:18]=[N:17][C:16]([CH3:19])=[N:15]3)[CH2:27][CH2:26]2)[N:22]=[CH:23][CH:24]=1, predict the reactants needed to synthesize it. The reactants are: [Cl:1][C:2]1[CH:7]=[CH:6][C:5](/[CH:8]=[CH:9]/[C:10]([OH:12])=O)=[C:4]([CH2:13][N:14]2[N:18]=[N:17][C:16]([CH3:19])=[N:15]2)[CH:3]=1.[N:20]1[N:21]([CH:25]2[CH2:30][CH2:29][NH:28][CH2:27][CH2:26]2)[N:22]=[CH:23][CH:24]=1.CCN(C(C)C)C(C)C.C(P1(=O)OP(CCC)(=O)OP(CCC)(=O)O1)CC. (2) Given the product [C:1]([O:4][C@H:5]1[CH2:22][CH2:21][C@@:20]2([CH3:23])[C@@H:7]([CH2:8][CH2:9][C@:10]3([CH3:36])[C@@H:19]2[CH2:18][CH2:17][C@H:16]2[C@@:11]3([CH3:35])[CH2:12][CH2:13][C@@:14]3([C@H:31]([OH:34])[CH2:32][NH:33][CH2:57][C:56]4[CH:59]=[CH:60][C:53]([Cl:52])=[CH:54][CH:55]=4)[CH2:26][C:25](=[O:27])[C:24]([CH:28]([CH3:30])[CH3:29])=[C:15]32)[C:6]1([CH3:37])[CH3:38])(=[O:3])[CH3:2], predict the reactants needed to synthesize it. The reactants are: [C:1]([O:4][C@H:5]1[CH2:22][CH2:21][C@@:20]2([CH3:23])[C@@H:7]([CH2:8][CH2:9][C@:10]3([CH3:36])[C@@H:19]2[CH2:18][CH2:17][C@H:16]2[C@@:11]3([CH3:35])[CH2:12][CH2:13][C@@:14]3([C@H:31]([OH:34])[CH2:32][NH2:33])[CH2:26][C:25](=[O:27])[C:24]([CH:28]([CH3:30])[CH3:29])=[C:15]32)[C:6]1([CH3:38])[CH3:37])(=[O:3])[CH3:2].C(N(CC)CC)C.S([O-])([O-])(=O)=O.[Mg+2].[Cl:52][C:53]1[CH:60]=[CH:59][C:56]([CH:57]=O)=[CH:55][CH:54]=1.[BH4-].[Na+]. (3) Given the product [Cl:13][C:8]1[CH:7]=[C:6]([C@H:2]([NH:1][C:26](=[O:27])[O:25][C:22]([CH3:24])([CH3:23])[CH3:21])[CH2:3][CH2:4][OH:5])[CH:11]=[CH:10][C:9]=1[Cl:12], predict the reactants needed to synthesize it. The reactants are: [NH2:1][C@@H:2]([C:6]1[CH:11]=[CH:10][C:9]([Cl:12])=[C:8]([Cl:13])[CH:7]=1)[CH2:3][CH2:4][OH:5].[OH-].[Na+].C1COCC1.[CH3:21][C:22]([O:25][C:26](O[C:26]([O:25][C:22]([CH3:24])([CH3:23])[CH3:21])=[O:27])=[O:27])([CH3:24])[CH3:23]. (4) Given the product [CH3:20][O:19][C:16]1[CH:17]=[CH:18][C:13]([C:10]2[CH:11]=[C:12]3[C:7](=[CH:8][CH:9]=2)[NH:6][C:5]2[N:21]=[CH:22][C:2]([C:30]4[CH:29]=[CH:28][CH:27]=[C:26]([N+:23]([O-:25])=[O:24])[CH:31]=4)=[CH:3][C:4]3=2)=[CH:14][CH:15]=1, predict the reactants needed to synthesize it. The reactants are: Cl[C:2]1[CH:22]=[N:21][C:5]2[NH:6][C:7]3[C:12]([C:4]=2[CH:3]=1)=[CH:11][C:10]([C:13]1[CH:18]=[CH:17][C:16]([O:19][CH3:20])=[CH:15][CH:14]=1)=[CH:9][CH:8]=3.[N+:23]([C:26]1[CH:27]=[C:28](B(O)O)[CH:29]=[CH:30][CH:31]=1)([O-:25])=[O:24].[O-]P([O-])([O-])=O.[K+].[K+].[K+].COC1C=CC=C(OC)C=1C1C=CC=CC=1P(C1CCCCC1)C1CCCCC1.